Task: Predict the reactants needed to synthesize the given product.. Dataset: Retrosynthesis with 50K atom-mapped reactions and 10 reaction types from USPTO (1) Given the product Cc1cccc(N(C)C(=S)Oc2ccc3ccccc3c2)n1, predict the reactants needed to synthesize it. The reactants are: CNc1cccc(C)n1.S=C(Cl)Oc1ccc2ccccc2c1. (2) Given the product Cc1c(C=O)cccc1-n1cccc1, predict the reactants needed to synthesize it. The reactants are: Cc1c(CO)cccc1-n1cccc1. (3) Given the product CCCCc1nc(Cl)c(C=O)n1Cc1ccc(-c2ccccc2I)cc1, predict the reactants needed to synthesize it. The reactants are: BrCc1ccc(-c2ccccc2I)cc1.CCCCc1nc(Cl)c(C=O)[nH]1. (4) Given the product COCc1cc(Br)ccc1Cl, predict the reactants needed to synthesize it. The reactants are: CI.OCc1cc(Br)ccc1Cl.